Dataset: Peptide-MHC class II binding affinity with 134,281 pairs from IEDB. Task: Regression. Given a peptide amino acid sequence and an MHC pseudo amino acid sequence, predict their binding affinity value. This is MHC class II binding data. (1) The peptide sequence is GNGCFKIYHKCDNAC. The MHC is DRB1_1101 with pseudo-sequence DRB1_1101. The binding affinity (normalized) is 0.542. (2) The peptide sequence is DDLMIRVIAQGPTAT. The binding affinity (normalized) is 0.0206. The MHC is HLA-DPA10201-DPB10101 with pseudo-sequence HLA-DPA10201-DPB10101.